The task is: Regression. Given two drug SMILES strings and cell line genomic features, predict the synergy score measuring deviation from expected non-interaction effect.. This data is from NCI-60 drug combinations with 297,098 pairs across 59 cell lines. (1) Cell line: SW-620. Synergy scores: CSS=37.1, Synergy_ZIP=13.9, Synergy_Bliss=15.6, Synergy_Loewe=-13.1, Synergy_HSA=14.3. Drug 1: CCC(=C(C1=CC=CC=C1)C2=CC=C(C=C2)OCCN(C)C)C3=CC=CC=C3.C(C(=O)O)C(CC(=O)O)(C(=O)O)O. Drug 2: CC1=C2C(C(=O)C3(C(CC4C(C3C(C(C2(C)C)(CC1OC(=O)C(C(C5=CC=CC=C5)NC(=O)C6=CC=CC=C6)O)O)OC(=O)C7=CC=CC=C7)(CO4)OC(=O)C)O)C)OC(=O)C. (2) Drug 1: CC=C1C(=O)NC(C(=O)OC2CC(=O)NC(C(=O)NC(CSSCCC=C2)C(=O)N1)C(C)C)C(C)C. Drug 2: COCCOC1=C(C=C2C(=C1)C(=NC=N2)NC3=CC=CC(=C3)C#C)OCCOC.Cl. Cell line: SK-OV-3. Synergy scores: CSS=40.3, Synergy_ZIP=0.134, Synergy_Bliss=1.64, Synergy_Loewe=-1.18, Synergy_HSA=0.0507. (3) Drug 1: CC1OCC2C(O1)C(C(C(O2)OC3C4COC(=O)C4C(C5=CC6=C(C=C35)OCO6)C7=CC(=C(C(=C7)OC)O)OC)O)O. Drug 2: CN(C(=O)NC(C=O)C(C(C(CO)O)O)O)N=O. Cell line: T-47D. Synergy scores: CSS=32.7, Synergy_ZIP=-10.7, Synergy_Bliss=-1.60, Synergy_Loewe=-27.9, Synergy_HSA=1.05. (4) Drug 1: CN1CCC(CC1)COC2=C(C=C3C(=C2)N=CN=C3NC4=C(C=C(C=C4)Br)F)OC. Drug 2: CC(C)(C#N)C1=CC(=CC(=C1)CN2C=NC=N2)C(C)(C)C#N. Cell line: SNB-19. Synergy scores: CSS=7.69, Synergy_ZIP=1.70, Synergy_Bliss=5.83, Synergy_Loewe=5.29, Synergy_HSA=5.67.